From a dataset of Full USPTO retrosynthesis dataset with 1.9M reactions from patents (1976-2016). Predict the reactants needed to synthesize the given product. (1) Given the product [CH2:1]([O:3][C:4]([C:6]1[O:7][C:8]2[CH:14]=[CH:13][C:12]([C:15]([C:18]3[CH:23]=[CH:22][C:21]([O:24][CH2:29][C:30](=[O:35])[C:31]([CH3:34])([CH3:33])[CH3:32])=[C:20]([CH3:25])[CH:19]=3)([CH2:26][CH3:27])[CH2:16][CH3:17])=[CH:11][C:9]=2[CH:10]=1)=[O:5])[CH3:2], predict the reactants needed to synthesize it. The reactants are: [CH2:1]([O:3][C:4]([C:6]1[O:7][C:8]2[CH:14]=[CH:13][C:12]([C:15]([CH2:26][CH3:27])([C:18]3[CH:23]=[CH:22][C:21]([OH:24])=[C:20]([CH3:25])[CH:19]=3)[CH2:16][CH3:17])=[CH:11][C:9]=2[CH:10]=1)=[O:5])[CH3:2].Br[CH2:29][C:30](=[O:35])[C:31]([CH3:34])([CH3:33])[CH3:32].C([O-])([O-])=O.[K+].[K+]. (2) Given the product [C:1]([O:5][C:6](=[O:22])[N:7]([CH2:13][C:14]1[CH:19]=[CH:18][C:17]([C:35]2[CH:34]=[CH:33][CH:32]=[C:31]([C:29]#[N:30])[CH:36]=2)=[C:16]([F:21])[CH:15]=1)[CH2:8][CH2:9][CH:10]([CH3:12])[CH3:11])([CH3:4])([CH3:3])[CH3:2], predict the reactants needed to synthesize it. The reactants are: [C:1]([O:5][C:6](=[O:22])[N:7]([CH2:13][C:14]1[CH:19]=[CH:18][C:17](Br)=[C:16]([F:21])[CH:15]=1)[CH2:8][CH2:9][CH:10]([CH3:12])[CH3:11])([CH3:4])([CH3:3])[CH3:2].C(=O)([O-])[O-].[Na+].[Na+].[C:29]([C:31]1[CH:32]=[C:33](B(O)O)[CH:34]=[CH:35][CH:36]=1)#[N:30]. (3) Given the product [CH:1]1[CH:2]=[CH:3][C:4]2[S:9][N:8]=[C:7]([N:10]3[CH2:11][CH2:12][N:13]([CH2:16][CH2:17][C:18]4[CH:19]=[C:20]5[CH2:28][C:26](=[O:27])[NH:25][C:21]5=[CH:22][C:23]=4[Cl:24])[CH2:14][CH2:15]3)[C:5]=2[CH:6]=1.[ClH:24], predict the reactants needed to synthesize it. The reactants are: [CH:1]1[CH:2]=[CH:3][C:4]2[S:9][N:8]=[C:7]([N:10]3[CH2:15][CH2:14][N:13]([CH2:16][CH2:17][C:18]4[CH:19]=[C:20]5[CH2:28][C:26](=[O:27])[NH:25][C:21]5=[CH:22][C:23]=4[Cl:24])[CH2:12][CH2:11]3)[C:5]=2[CH:6]=1.